Dataset: Reaction yield outcomes from USPTO patents with 853,638 reactions. Task: Predict the reaction yield, written as a fraction of the theoretical maximum amount of product (1.0 means a 100% yield; for example, 0.34 means a 34% yield). (1) The reactants are Cl[C:2]1[C:7]([CH:8]=[O:9])=[C:6]([N:10]2[CH2:22][CH2:21][C:20]3[N:19]4[C:14]([CH2:15][CH2:16][CH2:17][CH2:18]4)=[CH:13][C:12]=3[C:11]2=[O:23])[N:5]=[CH:4][CH:3]=1.[CH3:24][C@H:25]1[CH2:30][N:29]([CH:31]2[CH2:34][O:33][CH2:32]2)[C@H:28]([CH3:35])[CH2:27][N:26]1[C:36]1[CH:37]=[CH:38][C:39]([NH:42][C:43]2[C:44](=[O:59])[N:45]([CH3:58])[CH:46]=[C:47](B3OC(C)(C)C(C)(C)O3)[CH:48]=2)=[N:40][CH:41]=1.[O-]P([O-])([O-])=O.[K+].[K+].[K+].C([O-])(=O)C.[Na+]. The catalyst is O.C1C=CC(P(C2C=CC=CC=2)[C-]2C=CC=C2)=CC=1.C1C=CC(P(C2C=CC=CC=2)[C-]2C=CC=C2)=CC=1.Cl[Pd]Cl.[Fe+2].C(#N)C. The product is [CH3:24][CH:25]1[CH2:30][N:29]([CH:31]2[CH2:34][O:33][CH2:32]2)[CH:28]([CH3:35])[CH2:27][N:26]1[C:36]1[CH:37]=[CH:38][C:39]([NH:42][C:43]2[C:44](=[O:59])[N:45]([CH3:58])[CH:46]=[C:47]([C:2]3[C:7]([CH:8]=[O:9])=[C:6]([N:10]4[CH2:22][CH2:21][C:20]5[N:19]6[C:14]([CH2:15][CH2:16][CH2:17][CH2:18]6)=[CH:13][C:12]=5[C:11]4=[O:23])[N:5]=[CH:4][CH:3]=3)[CH:48]=2)=[N:40][CH:41]=1. The yield is 0.300. (2) The reactants are F[C:2]1[N:7]=[CH:6][C:5]([C:8]2[C:17]3[C:12](=[CH:13][C:14]([O:20][CH3:21])=[C:15]([O:18][CH3:19])[CH:16]=3)[N:11]=[CH:10][CH:9]=2)=[CH:4][C:3]=1[CH3:22].[NH:23]1[CH2:28][CH2:27][CH:26]([C:29]([OH:32])([CH3:31])[CH3:30])[CH2:25][CH2:24]1. The catalyst is CS(C)=O.O. The product is [CH3:19][O:18][C:15]1[CH:16]=[C:17]2[C:12](=[CH:13][C:14]=1[O:20][CH3:21])[N:11]=[CH:10][CH:9]=[C:8]2[C:5]1[CH:4]=[C:3]([CH3:22])[C:2]([N:23]2[CH2:28][CH2:27][CH:26]([C:29]([OH:32])([CH3:31])[CH3:30])[CH2:25][CH2:24]2)=[N:7][CH:6]=1. The yield is 0.750. (3) The reactants are [F:1][C:2]1[CH:3]=[C:4]([C:8]2[CH:9]=[C:10]([CH3:26])[C:11]([CH3:25])=[C:12]([CH2:14][NH:15][C:16]3[C:17]([CH3:24])=[C:18]([OH:23])[CH:19]=[CH:20][C:21]=3[CH3:22])[CH:13]=2)[CH:5]=[CH:6][CH:7]=1.C([O-])([O-])=O.[Cs+].[Cs+].Br[CH2:34][C:35]([O:37][CH:38]([CH3:40])[CH3:39])=[O:36].O. The catalyst is CN(C=O)C. The product is [F:1][C:2]1[CH:3]=[C:4]([C:8]2[CH:9]=[C:10]([CH3:26])[C:11]([CH3:25])=[C:12]([CH2:14][NH:15][C:16]3[C:17]([CH3:24])=[C:18]([CH:19]=[CH:20][C:21]=3[CH3:22])[O:23][CH2:34][C:35]([O:37][CH:38]([CH3:40])[CH3:39])=[O:36])[CH:13]=2)[CH:5]=[CH:6][CH:7]=1. The yield is 0.690. (4) The reactants are [F:1][C:2]([F:16])([F:15])/[CH:3]=[CH:4]/[C:5]1[CH:13]=[CH:12][C:8]([C:9]([OH:11])=O)=[C:7]([CH3:14])[CH:6]=1.C(Cl)(=O)C(Cl)=O.[NH2:23][C:24]1[CH:33]=[C:32]2[C:27]([CH:28]=[C:29]([C:34]([OH:37])([CH3:36])[CH3:35])[CH:30]=[N:31]2)=[CH:26][CH:25]=1. The catalyst is C(Cl)Cl.CN(C=O)C.N1C=CC=CC=1.CCOC(C)=O. The product is [OH:37][C:34]([C:29]1[CH:30]=[N:31][C:32]2[C:27]([CH:28]=1)=[CH:26][CH:25]=[C:24]([NH:23][C:9](=[O:11])[C:8]1[CH:12]=[CH:13][C:5](/[CH:4]=[CH:3]/[C:2]([F:1])([F:16])[F:15])=[CH:6][C:7]=1[CH3:14])[CH:33]=2)([CH3:35])[CH3:36]. The yield is 0.820.